This data is from Reaction yield outcomes from USPTO patents with 853,638 reactions. The task is: Predict the reaction yield, written as a fraction of the theoretical maximum amount of product (1.0 means a 100% yield; for example, 0.34 means a 34% yield). (1) The reactants are [CH:1]12[CH2:8][CH2:7][CH:4]([CH2:5][CH2:6]1)[C:3](=[O:9])[NH:2]2.Br[C:11]1[S:12][CH:13]=[CH:14][N:15]=1.C([O-])([O-])=O.[Cs+].[Cs+].CC1(C)C2C(=C(P(C3C=CC=CC=3)C3C=CC=CC=3)C=CC=2)OC2C(P(C3C=CC=CC=3)C3C=CC=CC=3)=CC=CC1=2. The yield is 0.600. The product is [S:12]1[CH:13]=[CH:14][N:15]=[C:11]1[N:2]1[C:3](=[O:9])[CH:4]2[CH2:7][CH2:8][CH:1]1[CH2:6][CH2:5]2. The catalyst is C1C=CC([P]([Pd]([P](C2C=CC=CC=2)(C2C=CC=CC=2)C2C=CC=CC=2)([P](C2C=CC=CC=2)(C2C=CC=CC=2)C2C=CC=CC=2)[P](C2C=CC=CC=2)(C2C=CC=CC=2)C2C=CC=CC=2)(C2C=CC=CC=2)C2C=CC=CC=2)=CC=1.O1CCOCC1. (2) The reactants are [C:1](Cl)(=[O:11])[CH2:2][CH2:3][CH2:4][CH2:5][CH2:6][CH2:7][CH2:8][CH2:9][CH3:10].[N+:13]([C:16]1[CH:42]=[CH:41][C:19]([CH2:20][O:21][C:22]2[CH:23]=[C:24]([CH:38]=[CH:39][CH:40]=2)[C:25]([NH:27][C:28]2[CH:33]=[CH:32][CH:31]=[CH:30][C:29]=2[S:34](=[O:37])(=[O:36])[NH2:35])=[O:26])=[CH:18][CH:17]=1)([O-:15])=[O:14]. The catalyst is CN(C)C1C=CN=CC=1.O1CCCC1. The product is [N+:13]([C:16]1[CH:17]=[CH:18][C:19]([CH2:20][O:21][C:22]2[CH:23]=[C:24]([CH:38]=[CH:39][CH:40]=2)[C:25]([NH:27][C:28]2[CH:33]=[CH:32][CH:31]=[CH:30][C:29]=2[S:34]([NH:35][C:1](=[O:11])[CH2:2][CH2:3][CH2:4][CH2:5][CH2:6][CH2:7][CH2:8][CH2:9][CH3:10])(=[O:36])=[O:37])=[O:26])=[CH:41][CH:42]=1)([O-:15])=[O:14]. The yield is 0.979. (3) The reactants are Br[CH2:2][CH2:3][CH2:4][O:5][C:6]1[CH:15]=[C:14]2[C:9]([C:10]([O:16][C:17]3[CH:22]=[CH:21][C:20]([NH:23][C:24]([NH:26][CH2:27][CH2:28][CH3:29])=[O:25])=[C:19]([Cl:30])[CH:18]=3)=[N:11][CH:12]=[N:13]2)=[CH:8][C:7]=1[O:31][CH3:32].C(=O)([O-])[O-].[K+].[K+].[NH:39]1[CH2:44][CH2:43][CH2:42][CH2:41][CH2:40]1. The yield is 0.500. The product is [Cl:30][C:19]1[CH:18]=[C:17]([O:16][C:10]2[C:9]3[C:14](=[CH:15][C:6]([O:5][CH2:4][CH2:3][CH2:2][N:39]4[CH2:44][CH2:43][CH2:42][CH2:41][CH2:40]4)=[C:7]([O:31][CH3:32])[CH:8]=3)[N:13]=[CH:12][N:11]=2)[CH:22]=[CH:21][C:20]=1[NH:23][C:24]([NH:26][CH2:27][CH2:28][CH3:29])=[O:25]. The catalyst is CN(C)C=O.